This data is from Reaction yield outcomes from USPTO patents with 853,638 reactions. The task is: Predict the reaction yield, written as a fraction of the theoretical maximum amount of product (1.0 means a 100% yield; for example, 0.34 means a 34% yield). (1) The reactants are [CH:1]1([N:4]([CH:32]2[CH2:34][CH2:33]2)[C:5]([C:7]2[N:29]([CH2:30][CH3:31])[C:10]3=[N:11][C:12]([NH:19][C:20]4[S:21][C:22]([C:26](O)=[O:27])=[C:23]([CH3:25])[N:24]=4)=[C:13]4[N:17]=[CH:16][N:15]([CH3:18])[C:14]4=[C:9]3[CH:8]=2)=[O:6])[CH2:3][CH2:2]1.[CH3:35][NH:36][CH3:37].CN(C(ON1N=NC2C=CC=NC1=2)=[N+](C)C)C.F[P-](F)(F)(F)(F)F.N1C(C)=CC=CC=1C. The catalyst is CN(C=O)C. The product is [CH:32]1([N:4]([CH:1]2[CH2:3][CH2:2]2)[C:5]([C:7]2[N:29]([CH2:30][CH3:31])[C:10]3=[N:11][C:12]([NH:19][C:20]4[S:21][C:22]([C:26]([N:36]([CH3:37])[CH3:35])=[O:27])=[C:23]([CH3:25])[N:24]=4)=[C:13]4[N:17]=[CH:16][N:15]([CH3:18])[C:14]4=[C:9]3[CH:8]=2)=[O:6])[CH2:33][CH2:34]1. The yield is 0.300. (2) The reactants are [O:1]=[C:2]1[N:8]([CH2:9][C:10]#[CH:11])[C:7]2[CH:12]=[CH:13][CH:14]=[CH:15][C:6]=2[O:5][C@H:4]([C:16]2[CH:21]=[CH:20][CH:19]=[CH:18][CH:17]=2)[C@@H:3]1[NH:22]C(=O)OC(C)(C)C. The catalyst is C(Cl)Cl.FC(F)(F)C(O)=O. The product is [NH2:22][C@@H:3]1[C:2](=[O:1])[N:8]([CH2:9][C:10]#[CH:11])[C:7]2[CH:12]=[CH:13][CH:14]=[CH:15][C:6]=2[O:5][C@@H:4]1[C:16]1[CH:21]=[CH:20][CH:19]=[CH:18][CH:17]=1. The yield is 0.990. (3) The reactants are Br[C:2]1[CH:3]=[CH:4][C:5]2[C:6]3[CH2:22][N:21]([C:23]([O:25][C:26]([CH3:29])([CH3:28])[CH3:27])=[O:24])[CH2:20][CH2:19][C:7]=3[N:8]([CH2:11][O:12][CH2:13][CH2:14][Si](C)(C)C)[C:9]=2[CH:10]=1.[CH2:30]([O:37][C:38]1[CH:43]=[CH:42][N:41]=[CH:40][CH:39]=1)[C:31]1[CH:36]=[CH:35][CH:34]=[CH:33][CH:32]=1.C([O-])([O-])=[O:45].[K+].[K+]. The catalyst is [Cu]I.CS(C)=O. The product is [CH2:30]([O:37][C:38]1[CH:43]=[CH:42][N:41]([C:2]2[CH:3]=[CH:4][C:5]3[C:6]4[CH2:22][N:21]([C:23]([O:25][C:26]([CH3:29])([CH3:28])[CH3:27])=[O:24])[CH2:20][CH2:19][C:7]=4[N:8]([CH2:11][O:12][CH2:13][CH3:14])[C:9]=3[CH:10]=2)[C:40](=[O:45])[CH:39]=1)[C:31]1[CH:32]=[CH:33][CH:34]=[CH:35][CH:36]=1. The yield is 0.130. (4) The reactants are [F:1][C:2]1[CH:3]=[C:4]([CH:8]=[C:9]([F:11])[CH:10]=1)[C:5]([OH:7])=[O:6].CN(CCN(C)C)C.[Li]CCCC.[CH3:25][O:26]C=O.Cl. The catalyst is CC1CCCO1. The yield is 0.350. The product is [F:1][C:2]1[CH:3]=[C:4]([CH:8]=[C:9]([F:11])[C:10]=1[CH:25]=[O:26])[C:5]([OH:7])=[O:6]. (5) The reactants are [CH2:1]([N:8]1[CH2:14][CH2:13][C:10]2([O:12][CH2:11]2)[CH2:9]1)[C:2]1[CH:7]=[CH:6][CH:5]=[CH:4][CH:3]=1.[NH2:15][C:16]1[CH:21]=[CH:20][CH:19]=[CH:18][CH:17]=1.Cl([O-])(=O)(=O)=O.[Li+]. The product is [NH:15]([CH2:11][C:10]1([OH:12])[CH2:13][CH2:14][N:8]([CH2:1][C:2]2[CH:7]=[CH:6][CH:5]=[CH:4][CH:3]=2)[CH2:9]1)[C:16]1[CH:21]=[CH:20][CH:19]=[CH:18][CH:17]=1. The yield is 0.540. The catalyst is C(#N)C. (6) The reactants are [CH3:1][O:2][C:3]1[CH:8]=[C:7](C)[CH:6]=[C:5]([O:10][CH3:11])[CH:4]=1.S(Cl)([Cl:15])(=O)=O.C(=O)([O-])[O-].[Na+].[Na+].Cl[CH2:24][Cl:25]. No catalyst specified. The product is [Cl:15][C:6]1[C:7]([CH3:8])=[C:24]([Cl:25])[C:3]([O:2][CH3:1])=[CH:4][C:5]=1[O:10][CH3:11]. The yield is 0.740.